Dataset: Catalyst prediction with 721,799 reactions and 888 catalyst types from USPTO. Task: Predict which catalyst facilitates the given reaction. (1) Reactant: N#N.C(OC(=O)[N:9]([C:22]([C:24]1[N:25]=[C:26]([CH3:36])[O:27][C:28]=1[C:29]1[CH:30]=[C:31]([CH3:35])[CH:32]=[CH:33][CH:34]=1)=[O:23])[C:10]1[N:11]=[C:12]([CH2:15][CH2:16][CH2:17][CH2:18][C:19](=[O:21])[CH3:20])[O:13][CH:14]=1)(C)(C)C.FC(F)(F)C(O)=O. Product: [O:21]=[C:19]([CH3:20])[CH2:18][CH2:17][CH2:16][CH2:15][C:12]1[O:13][CH:14]=[C:10]([NH:9][C:22]([C:24]2[N:25]=[C:26]([CH3:36])[O:27][C:28]=2[C:29]2[CH:30]=[C:31]([CH3:35])[CH:32]=[CH:33][CH:34]=2)=[O:23])[N:11]=1. The catalyst class is: 2. (2) Reactant: [F:1][C:2]1([CH2:15][O:16][C:17]2[CH:18]=[CH:19][CH:20]=[C:21]3[C:26]=2[N:25]=[C:24]([C:27]2[N:31]4[CH:32]=[CH:33][C:34]([O:36][CH2:37][CH2:38][O:39][CH3:40])=[CH:35][C:30]4=[N:29][CH:28]=2)[CH:23]=[CH:22]3)[CH2:7][CH2:6][N:5](C(OC(C)(C)C)=O)[CH2:4][CH2:3]1.Cl. Product: [F:1][C:2]1([CH2:15][O:16][C:17]2[CH:18]=[CH:19][CH:20]=[C:21]3[C:26]=2[N:25]=[C:24]([C:27]2[N:31]4[CH:32]=[CH:33][C:34]([O:36][CH2:37][CH2:38][O:39][CH3:40])=[CH:35][C:30]4=[N:29][CH:28]=2)[CH:23]=[CH:22]3)[CH2:3][CH2:4][NH:5][CH2:6][CH2:7]1. The catalyst class is: 12.